Dataset: Forward reaction prediction with 1.9M reactions from USPTO patents (1976-2016). Task: Predict the product of the given reaction. (1) Given the reactants [O:1]=[C:2]([C:8]1[CH:13]=[CH:12][CH:11]=[C:10]([CH2:14][CH2:15][CH2:16][CH2:17][CH3:18])[CH:9]=1)[C:3]([O:5]CC)=[O:4].[OH-].[Li+], predict the reaction product. The product is: [O:1]=[C:2]([C:8]1[CH:13]=[CH:12][CH:11]=[C:10]([CH2:14][CH2:15][CH2:16][CH2:17][CH3:18])[CH:9]=1)[C:3]([OH:5])=[O:4]. (2) Given the reactants C([NH:8][CH:9]1[C@@H:13]([CH2:14][OH:15])[O:12][C@@H:11]([N:16]2[CH:24]=[N:23][C:22]3[C:21](=[O:25])[NH:20][C:19]([N:26]=[CH:27][N:28]([CH3:30])[CH3:29])=[N:18][C:17]2=3)[CH:10]1[OH:31])C1C=CC=CC=1.C([O-])=O.[NH4+], predict the reaction product. The product is: [NH2:8][CH:9]1[C@@H:13]([CH2:14][OH:15])[O:12][C@@H:11]([N:16]2[CH:24]=[N:23][C:22]3[C:21](=[O:25])[NH:20][C:19]([N:26]=[CH:27][N:28]([CH3:29])[CH3:30])=[N:18][C:17]2=3)[CH:10]1[OH:31]. (3) Given the reactants [CH3:1][C:2]1[C:10]([S:11][CH3:12])=[C:9]([C:13]([F:16])([F:15])[F:14])[CH:8]=[CH:7][C:3]=1[C:4]([OH:6])=[O:5].[OH:17]O, predict the reaction product. The product is: [CH3:1][C:2]1[C:10]([S:11]([CH3:12])=[O:17])=[C:9]([C:13]([F:14])([F:16])[F:15])[CH:8]=[CH:7][C:3]=1[C:4]([OH:6])=[O:5]. (4) Given the reactants [CH2:1]([O:3][C:4](=[O:27])[CH2:5][N:6]([S:15]([N:18]1[C:26]2[C:21](=[CH:22][CH:23]=[CH:24][CH:25]=2)[CH2:20][CH2:19]1)(=[O:17])=[O:16])[CH2:7][C:8]1[CH:13]=[CH:12][C:11]([OH:14])=[CH:10][CH:9]=1)[CH3:2].[CH3:28][C:29]1[O:33][C:32]([C:34]2[S:35][CH:36]=[CH:37][CH:38]=2)=[N:31][C:30]=1[CH2:39][CH2:40]O.C1(P(C2C=CC=CC=2)C2C=CC=CC=2)C=CC=CC=1.N(C(OC(C)C)=O)=NC(OC(C)C)=O, predict the reaction product. The product is: [CH2:1]([O:3][C:4](=[O:27])[CH2:5][N:6]([S:15]([N:18]1[C:26]2[C:21](=[CH:22][CH:23]=[CH:24][CH:25]=2)[CH2:20][CH2:19]1)(=[O:17])=[O:16])[CH2:7][C:8]1[CH:9]=[CH:10][C:11]([O:14][CH2:40][CH2:39][C:30]2[N:31]=[C:32]([C:34]3[S:35][CH:36]=[CH:37][CH:38]=3)[O:33][C:29]=2[CH3:28])=[CH:12][CH:13]=1)[CH3:2]. (5) Given the reactants Cl[C:2]1[N:7]=[C:6]2[CH2:8][CH2:9][CH2:10][C:5]2=[C:4]([NH:11][C:12]2[CH:17]=[CH:16][C:15]([CH2:18][C:19]([O:21][CH2:22][CH3:23])=[O:20])=[CH:14][CH:13]=2)[CH:3]=1.[CH3:24][C@@H:25]1[CH2:30][NH:29][CH2:28][CH2:27][N:26]1[C:31]([O:33][C:34]([CH3:37])([CH3:36])[CH3:35])=[O:32], predict the reaction product. The product is: [CH2:22]([O:21][C:19](=[O:20])[CH2:18][C:15]1[CH:16]=[CH:17][C:12]([NH:11][C:4]2[CH:3]=[C:2]([N:29]3[CH2:28][CH2:27][N:26]([C:31]([O:33][C:34]([CH3:37])([CH3:36])[CH3:35])=[O:32])[C@H:25]([CH3:24])[CH2:30]3)[N:7]=[C:6]3[CH2:8][CH2:9][CH2:10][C:5]=23)=[CH:13][CH:14]=1)[CH3:23]. (6) The product is: [Cl:1][C:2]1[CH:3]=[CH:4][C:5]2[N:6]([C:8]([C:11]([C:13]3[CH:21]=[CH:20][C:19]4[C:15](=[CH:16][N:17]([CH2:22][O:23][CH2:24][CH2:25][Si:26]([CH3:29])([CH3:28])[CH3:27])[N:18]=4)[CH:14]=3)=[O:12])=[CH:9][N:10]=2)[N:7]=1. Given the reactants [Cl:1][C:2]1[CH:3]=[CH:4][C:5]2[N:6]([C:8]([CH:11]([C:13]3[CH:21]=[CH:20][C:19]4[C:15](=[CH:16][N:17]([CH2:22][O:23][CH2:24][CH2:25][Si:26]([CH3:29])([CH3:28])[CH3:27])[N:18]=4)[CH:14]=3)[OH:12])=[CH:9][N:10]=2)[N:7]=1.I(C1C=CC=CC=1C(O)=O)(=O)=O, predict the reaction product. (7) Given the reactants Cl[C:2]1[CH:11]=[C:10]([Cl:12])[C:9]2[C:4](=[CH:5][CH:6]=[CH:7][CH:8]=2)[N:3]=1.[CH3:13][S:14][C:15]1[CH:20]=[CH:19][C:18](B(O)O)=[CH:17][CH:16]=1.C([O-])([O-])=O.[Na+].[Na+], predict the reaction product. The product is: [Cl:12][C:10]1[C:9]2[C:4](=[CH:5][CH:6]=[CH:7][CH:8]=2)[N:3]=[C:2]([C:18]2[CH:19]=[CH:20][C:15]([S:14][CH3:13])=[CH:16][CH:17]=2)[CH:11]=1. (8) Given the reactants [Cl:1][C:2]1[S:6][C:5]([C:7]([OH:9])=O)=[CH:4][CH:3]=1.S(Cl)([Cl:12])=O, predict the reaction product. The product is: [Cl:1][C:2]1[S:6][C:5]([C:7]([Cl:12])=[O:9])=[CH:4][CH:3]=1. (9) Given the reactants [F:1][C:2]1[CH:3]=[C:4]([CH:31]=[CH:32][C:33]=1[NH:34][C:35]([NH:37][C:38]1[CH:43]=[C:42]([CH3:44])[CH:41]=[CH:40][C:39]=1[F:45])=[O:36])[O:5][C:6]1[CH:11]=[CH:10][N:9]=[C:8]([C:12]2[NH:16][CH:15]=[C:14]([C:17]([N:19]3[CH2:24][CH2:23][N:22]([CH2:25][C:26]([O:28]CC)=[O:27])[CH2:21][CH2:20]3)=[O:18])[CH:13]=2)[CH:7]=1.[OH-].[Na+].O.Cl, predict the reaction product. The product is: [F:1][C:2]1[CH:3]=[C:4]([CH:31]=[CH:32][C:33]=1[NH:34][C:35]([NH:37][C:38]1[CH:43]=[C:42]([CH3:44])[CH:41]=[CH:40][C:39]=1[F:45])=[O:36])[O:5][C:6]1[CH:11]=[CH:10][N:9]=[C:8]([C:12]2[NH:16][CH:15]=[C:14]([C:17]([N:19]3[CH2:20][CH2:21][N:22]([CH2:25][C:26]([OH:28])=[O:27])[CH2:23][CH2:24]3)=[O:18])[CH:13]=2)[CH:7]=1.